This data is from Forward reaction prediction with 1.9M reactions from USPTO patents (1976-2016). The task is: Predict the product of the given reaction. (1) Given the reactants [Cl:1][C:2]1[CH:3]=[C:4]([C:8]2[C:13]3[N:14]([CH2:26][C@H:27]4[CH2:32][CH2:31][C@H:30]([CH3:33])[CH2:29][CH2:28]4)[C:15]([N:17]4[CH2:22][CH2:21][O:20][C@@H:19]5[CH2:23][CH2:24][CH2:25][C@@H:18]45)=[N:16][C:12]=3[C:11]([F:34])=[C:10]([C:35](=[N:37][OH:38])[NH2:36])[N:9]=2)[CH:5]=[N:6][CH:7]=1.ClC1C2N=C(N3CC[O:63][C@@H:62]4CCC[C@@H]34)N(C[C@H]3CC[C@H](C)CC3)C=2C(C2C=NC=C(Cl)C=2)=NC=1C(=NO)N.C(N1C=CN=C1)(N1C=CN=C1)=O.N12CCCN=C1CCCCC2, predict the reaction product. The product is: [Cl:1][C:2]1[CH:3]=[C:4]([C:8]2[C:13]3[N:14]([CH2:26][C@H:27]4[CH2:32][CH2:31][C@H:30]([CH3:33])[CH2:29][CH2:28]4)[C:15]([N:17]4[CH2:22][CH2:21][O:20][C@@H:19]5[CH2:23][CH2:24][CH2:25][C@@H:18]45)=[N:16][C:12]=3[C:11]([F:34])=[C:10]([C:35]3[NH:36][C:62](=[O:63])[O:38][N:37]=3)[N:9]=2)[CH:5]=[N:6][CH:7]=1. (2) The product is: [NH2:5][C@H:6]([CH2:25][F:26])[C@@H:7]([C:8]1[CH:9]=[CH:10][C:11]([S:14]([CH3:23])(=[NH:16])=[O:15])=[CH:12][CH:13]=1)[OH:24]. Given the reactants ClC(Cl)C([NH:5][C@H:6]([CH2:25][F:26])[C@H:7]([OH:24])[C:8]1[CH:13]=[CH:12][C:11]([S:14]([CH3:23])(=[N:16]C(=O)C(F)(F)F)=[O:15])=[CH:10][CH:9]=1)=O.C([O-])([O-])=O.[K+].[K+], predict the reaction product. (3) Given the reactants [CH2:1]([O:3][C:4]([C:6]1[N:11]=[C:10](Br)[C:9]2[N:13]=[C:14]([C:16]3[CH:21]=[CH:20][CH:19]=[CH:18][CH:17]=3)[S:15][C:8]=2[C:7]=1[OH:22])=[O:5])[CH3:2].C([Sn](CCCC)(CCCC)[C:28]1[S:29][CH:30]=[CH:31][N:32]=1)CCC, predict the reaction product. The product is: [CH2:1]([O:3][C:4]([C:6]1[N:11]=[C:10]([C:28]2[S:29][CH:30]=[CH:31][N:32]=2)[C:9]2[N:13]=[C:14]([C:16]3[CH:21]=[CH:20][CH:19]=[CH:18][CH:17]=3)[S:15][C:8]=2[C:7]=1[OH:22])=[O:5])[CH3:2]. (4) Given the reactants [CH3:1][C:2]([N:10]1[CH:14]=[C:13]([NH:15][C:16](=[O:22])[CH:17]([NH2:21])[CH2:18][CH2:19][CH3:20])[N:12]=[CH:11]1)([CH3:9])[CH2:3][N:4]1[CH2:8][CH2:7][CH2:6][CH2:5]1.[CH2:23]1[C:31]2[C:26](=[CH:27][CH:28]=[CH:29][CH:30]=2)[CH2:25][C:24]1=O, predict the reaction product. The product is: [CH3:1][C:2]([N:10]1[CH:14]=[C:13]([NH:15][C:16](=[O:22])[CH:17]([NH:21][CH:24]2[CH2:23][C:31]3[C:26](=[CH:27][CH:28]=[CH:29][CH:30]=3)[CH2:25]2)[CH2:18][CH2:19][CH3:20])[N:12]=[CH:11]1)([CH3:9])[CH2:3][N:4]1[CH2:8][CH2:7][CH2:6][CH2:5]1.